Dataset: Forward reaction prediction with 1.9M reactions from USPTO patents (1976-2016). Task: Predict the product of the given reaction. Given the reactants [F:1][C:2]1[CH:7]=[CH:6][CH:5]=[CH:4][C:3]=1[N:8]1[C:12]([C:13]2[CH:18]=[CH:17][N:16]=[CH:15][CH:14]=2)=[C:11]([C:19]2[O:23][N:22]=[C:21]([C:24]3[CH:31]=[CH:30][C:27]([CH:28]=O)=[CH:26][CH:25]=3)[N:20]=2)[N:10]=[N:9]1.[NH2:32][C:33]([CH3:38])([CH3:37])[C:34]([OH:36])=[O:35], predict the reaction product. The product is: [F:1][C:2]1[CH:7]=[CH:6][CH:5]=[CH:4][C:3]=1[N:8]1[C:12]([C:13]2[CH:14]=[CH:15][N:16]=[CH:17][CH:18]=2)=[C:11]([C:19]2[O:23][N:22]=[C:21]([C:24]3[CH:25]=[CH:26][C:27]([CH2:28][NH:32][C:33]([CH3:38])([C:34]([OH:36])=[O:35])[CH3:37])=[CH:30][CH:31]=3)[N:20]=2)[N:10]=[N:9]1.